This data is from Catalyst prediction with 721,799 reactions and 888 catalyst types from USPTO. The task is: Predict which catalyst facilitates the given reaction. (1) Reactant: [NH2:1][C:2]1[N:7]=[C:6]([Cl:8])[C:5]([CH2:9]C(OCC)=O)=[C:4]([N:15]([CH2:27][C:28](OC)=[O:29])[CH2:16][C:17]2[C:22]([CH3:23])=[C:21]([O:24][CH3:25])[C:20]([CH3:26])=[CH:19][N:18]=2)[N:3]=1.CC(C)([O-])C.[K+].Cl.[OH-].[Na+]. Product: [NH2:1][C:2]1[N:7]=[C:6]([Cl:8])[C:5]2[CH2:9][C:28](=[O:29])[CH2:27][N:15]([CH2:16][C:17]3[C:22]([CH3:23])=[C:21]([O:24][CH3:25])[C:20]([CH3:26])=[CH:19][N:18]=3)[C:4]=2[N:3]=1. The catalyst class is: 253. (2) The catalyst class is: 9. Product: [CH2:15]([S:12]([C:10]1[CH:9]=[CH:8][C:7]2[O:17][CH2:2][C:3](=[O:4])[NH:5][C:6]=2[CH:11]=1)(=[O:14])=[O:13])[CH3:16]. Reactant: Cl[CH2:2][C:3]([NH:5][C:6]1[CH:11]=[C:10]([S:12]([CH2:15][CH3:16])(=[O:14])=[O:13])[CH:9]=[CH:8][C:7]=1[OH:17])=[O:4].C(=O)([O-])[O-].[K+].[K+].O. (3) Reactant: [O:1]1[C:6]2[CH:7]=[CH:8][C:9]([CH2:11][C:12]3[CH:13]=[C:14]([C@H:20]4[C@H:25]([OH:26])[C@@H:24]([OH:27])[C@H:23]([OH:28])[C@@H:22]([CH2:29][OH:30])[O:21]4)[CH:15]=[CH:16][C:17]=3[CH2:18][CH3:19])=[CH:10][C:5]=2[O:4][CH2:3][CH2:2]1.[C:31](Cl)([C:44]1[CH:49]=[CH:48][CH:47]=[CH:46][CH:45]=1)([C:38]1[CH:43]=[CH:42][CH:41]=[CH:40][CH:39]=1)[C:32]1[CH:37]=[CH:36][CH:35]=[CH:34][CH:33]=1. Product: [O:1]1[C:6]2[CH:7]=[CH:8][C:9]([CH2:11][C:12]3[CH:13]=[C:14]([C@H:20]4[C@H:25]([OH:26])[C@@H:24]([OH:27])[C@H:23]([OH:28])[C@@H:22]([CH2:29][O:30][C:31]([C:32]5[CH:37]=[CH:36][CH:35]=[CH:34][CH:33]=5)([C:44]5[CH:45]=[CH:46][CH:47]=[CH:48][CH:49]=5)[C:38]5[CH:39]=[CH:40][CH:41]=[CH:42][CH:43]=5)[O:21]4)[CH:15]=[CH:16][C:17]=3[CH2:18][CH3:19])=[CH:10][C:5]=2[O:4][CH2:3][CH2:2]1. The catalyst class is: 383. (4) Reactant: FC(F)(F)C(O)=O.[CH3:8][O:9][C:10](=[O:35])[C@@H:11]([NH:14][C:15]([C:17]1[S:18][C:19]([C:23](=[O:34])[NH:24][CH2:25][C:26]2[CH:31]=[CH:30][C:29]([F:32])=[C:28]([OH:33])[CH:27]=2)=[CH:20][C:21]=1[CH3:22])=[O:16])[CH2:12][NH2:13].C(N(CC)CC)C.CN(C(ON1N=NC2C=CC=CC1=2)=[N+](C)C)C.F[P-](F)(F)(F)(F)F.C1C=CC2N(O)N=NC=2C=1.[S:77]1[CH:81]=[CH:80][CH:79]=[C:78]1[C:82](O)=[O:83]. Product: [CH3:8][O:9][C:10](=[O:35])[C@@H:11]([NH:14][C:15]([C:17]1[S:18][C:19]([C:23](=[O:34])[NH:24][CH2:25][C:26]2[CH:31]=[CH:30][C:29]([F:32])=[C:28]([OH:33])[CH:27]=2)=[CH:20][C:21]=1[CH3:22])=[O:16])[CH2:12][NH:13][C:82]([C:78]1[S:77][CH:81]=[CH:80][CH:79]=1)=[O:83]. The catalyst class is: 31. (5) Reactant: [CH:1]([N:4]1[CH2:9][CH2:8][N:7]([C:10]([C:12]2[CH:17]=[CH:16][C:15]([CH2:18][N:19]3[CH2:24][CH2:23][O:22][CH2:21][CH2:20]3)=[CH:14][CH:13]=2)=[O:11])[CH2:6][CH2:5]1)([CH3:3])[CH3:2].[C:25]([OH:32])(=[O:31])/[CH:26]=[CH:27]/[C:28]([OH:30])=[O:29]. Product: [C:25]([OH:32])(=[O:31])/[CH:26]=[CH:27]/[C:28]([OH:30])=[O:29].[CH:1]([N:4]1[CH2:9][CH2:8][N:7]([C:10]([C:12]2[CH:13]=[CH:14][C:15]([CH2:18][N:19]3[CH2:20][CH2:21][O:22][CH2:23][CH2:24]3)=[CH:16][CH:17]=2)=[O:11])[CH2:6][CH2:5]1)([CH3:3])[CH3:2]. The catalyst class is: 1. (6) Reactant: [NH2:1][C:2]([NH:4][C:5]1[NH:6][C:7]([C:13]2[CH:18]=[CH:17][CH:16]=[C:15]([Cl:19])[CH:14]=2)=[CH:8][C:9]=1[C:10]([NH2:12])=[O:11])=[O:3].[CH3:20][O:21]C(Cl)Cl.Cl.O. Product: [NH2:1][C:2]([NH:4][C:5]1[NH:6][C:7]([C:13]2[CH:18]=[CH:17][CH:16]=[C:15]([Cl:19])[CH:14]=2)=[C:8]([CH:20]=[O:21])[C:9]=1[C:10]([NH2:12])=[O:11])=[O:3]. The catalyst class is: 528. (7) Reactant: C1COCC1.CO.[CH3:8][O:9][C:10]1[CH:43]=[CH:42][C:13]([CH2:14][N:15]2[C:23]3[CH:22]=[C:21](C)[N:20]=[C:19]([NH:25][CH:26]4[CH2:31][CH2:30][O:29][CH2:28][CH2:27]4)[C:18]=3[C:17]([C:32]3[CH:33]=[C:34]([CH:39]=[CH:40][N:41]=3)[C:35]([O:37]C)=[O:36])=[N:16]2)=[CH:12][CH:11]=1.[Li+].[OH-]. Product: [CH3:8][O:9][C:10]1[CH:11]=[CH:12][C:13]([CH2:14][N:15]2[C:23]3[CH:22]=[CH:21][N:20]=[C:19]([NH:25][CH:26]4[CH2:27][CH2:28][O:29][CH2:30][CH2:31]4)[C:18]=3[C:17]([C:32]3[CH:33]=[C:34]([CH:39]=[CH:40][N:41]=3)[C:35]([OH:37])=[O:36])=[N:16]2)=[CH:42][CH:43]=1. The catalyst class is: 6. (8) Reactant: [Mg].II.[C:4]([C:6]1[CH:13]=[CH:12][C:9]([CH2:10]Br)=[CH:8][CH:7]=1)#[N:5].[C:14]([C:16]1[CH:21]=[CH:20][C:19]([NH:22][C:23](=[O:32])[C:24](=[O:31])[C:25]2[CH:30]=[CH:29][CH:28]=[CH:27][CH:26]=2)=[CH:18][C:17]=1[C:33]([F:36])([F:35])[F:34])#[N:15]. Product: [C:4]([C:6]1[CH:13]=[CH:12][C:9]([CH2:10][C:24]([OH:31])([C:25]2[CH:30]=[CH:29][CH:28]=[CH:27][CH:26]=2)[C:23]([NH:22][C:19]2[CH:20]=[CH:21][C:16]([C:14]#[N:15])=[C:17]([C:33]([F:34])([F:35])[F:36])[CH:18]=2)=[O:32])=[CH:8][CH:7]=1)#[N:5]. The catalyst class is: 1. (9) Reactant: [CH:1]1[C:2]2[N:3]([C:7]([CH2:10][OH:11])=[CH:8][CH:9]=2)[CH:4]=[CH:5][N:6]=1. Product: [CH:1]1[C:2]2[N:3]([C:7]([CH:10]=[O:11])=[CH:8][CH:9]=2)[CH:4]=[CH:5][N:6]=1. The catalyst class is: 25.